This data is from Full USPTO retrosynthesis dataset with 1.9M reactions from patents (1976-2016). The task is: Predict the reactants needed to synthesize the given product. (1) Given the product [ClH:44].[ClH:41].[ClH:44].[CH:10]1([NH:13][C:71]([C:68]2[CH:69]=[CH:70][C:64]3[CH:63]=[C:62]([C:46]4[C:45]([Cl:44])=[CH:50][N:49]=[C:48]([NH:51][CH2:52][CH2:53][CH2:54][N:55]5[CH2:60][CH2:59][N:58]([CH3:61])[CH2:57][CH2:56]5)[N:47]=4)[S:66][C:65]=3[CH:67]=2)=[O:72])[CH2:12][CH2:11]1, predict the reactants needed to synthesize it. The reactants are: C(N(C(C)C)CC)(C)C.[CH:10]1([NH2:13])[CH2:12][CH2:11]1.F[P-](F)(F)(F)(F)F.N1(O[P+](N(C)C)(N(C)C)N(C)C)C2C=CC=CC=2N=N1.[ClH:41].Cl.Cl.[Cl:44][C:45]1[C:46]([C:62]2[S:66][C:65]3[CH:67]=[C:68]([C:71](O)=[O:72])[CH:69]=[CH:70][C:64]=3[CH:63]=2)=[N:47][C:48]([NH:51][CH2:52][CH2:53][CH2:54][N:55]2[CH2:60][CH2:59][N:58]([CH3:61])[CH2:57][CH2:56]2)=[N:49][CH:50]=1.[Li+].[Cl-]. (2) Given the product [ClH:39].[CH:1]1([NH:4][C:5](=[O:33])[C:6]2[CH:11]=[CH:10][C:9]([C:12]3[N:17]=[C:16]4[N:18]([CH2:21][C:22]5[CH:23]=[C:24]6[C:29](=[CH:30][CH:31]=5)[N:28]=[CH:27][CH:26]=[CH:25]6)[N:19]=[N:20][C:15]4=[CH:14][CH:13]=3)=[CH:8][C:7]=2[F:32])[CH2:2][CH2:3]1, predict the reactants needed to synthesize it. The reactants are: [CH:1]1([NH:4][C:5](=[O:33])[C:6]2[CH:11]=[CH:10][C:9]([C:12]3[N:17]=[C:16]4[N:18]([CH2:21][C:22]5[CH:23]=[C:24]6[C:29](=[CH:30][CH:31]=5)[N:28]=[CH:27][CH:26]=[CH:25]6)[N:19]=[N:20][C:15]4=[CH:14][CH:13]=3)=[CH:8][C:7]=2[F:32])[CH2:3][CH2:2]1.CCOCC.[ClH:39].